From a dataset of Full USPTO retrosynthesis dataset with 1.9M reactions from patents (1976-2016). Predict the reactants needed to synthesize the given product. (1) Given the product [CH2:1]([N:8]1[C:17]2[C:12](=[CH:13][CH:14]=[C:15]([CH2:18][N:19]([CH2:20][C:21]3[CH:38]=[CH:37][C:24]4[N:25]([CH2:35][CH3:36])[C:26](=[O:34])[C:27]([CH3:33])([CH3:32])[C:28](=[O:31])[N:29]([CH3:30])[C:23]=4[CH:22]=3)[CH3:42])[CH:16]=2)[CH2:11][CH2:10][C:9]1=[O:39])[C:2]1[CH:7]=[CH:6][CH:5]=[CH:4][CH:3]=1, predict the reactants needed to synthesize it. The reactants are: [CH2:1]([N:8]1[C:17]2[C:12](=[CH:13][CH:14]=[C:15]([CH2:18][NH:19][CH2:20][C:21]3[CH:38]=[CH:37][C:24]4[N:25]([CH2:35][CH3:36])[C:26](=[O:34])[C:27]([CH3:33])([CH3:32])[C:28](=[O:31])[N:29]([CH3:30])[C:23]=4[CH:22]=3)[CH:16]=2)[CH2:11][CH2:10][C:9]1=[O:39])[C:2]1[CH:7]=[CH:6][CH:5]=[CH:4][CH:3]=1.[H-].[Na+].[CH3:42]I.O. (2) Given the product [CH3:11][Si:12]([CH3:18])([CH3:17])[C:2]1[CH:7]=[CH:6][C:5]([N+:8]([O-:10])=[O:9])=[CH:4][CH:3]=1, predict the reactants needed to synthesize it. The reactants are: Cl[C:2]1[CH:7]=[CH:6][C:5]([N+:8]([O-:10])=[O:9])=[CH:4][CH:3]=1.[CH3:11][Si:12]([CH3:18])([CH3:17])[Si:12]([CH3:18])([CH3:17])[CH3:11].CCCCCC.CCCCCC.C(Cl)Cl. (3) Given the product [CH3:1][O:2][C:3]([C:4]1([C:5](=[O:6])[CH3:7])[CH2:17][CH2:16]1)=[O:8], predict the reactants needed to synthesize it. The reactants are: [CH3:1][O:2][C:3](=[O:8])[CH2:4][C:5]([CH3:7])=[O:6].C(=O)([O-])[O-].[K+].[K+].Br[CH:16](Br)[CH3:17].